This data is from hERG potassium channel inhibition data for cardiac toxicity prediction from Karim et al.. The task is: Regression/Classification. Given a drug SMILES string, predict its toxicity properties. Task type varies by dataset: regression for continuous values (e.g., LD50, hERG inhibition percentage) or binary classification for toxic/non-toxic outcomes (e.g., AMES mutagenicity, cardiotoxicity, hepatotoxicity). Dataset: herg_karim. (1) The result is 1 (blocker). The compound is OC(COc1ccc(C(F)(F)F)cc1)CN1CCN(Cc2ccc(Cl)c(Cl)c2)CC1. (2) The compound is CCOC(=O)C1=C(C)N=C(C)C(C(=O)OC)C1c1cccc([N+](=O)[O-])c1. The result is 0 (non-blocker).